From a dataset of Forward reaction prediction with 1.9M reactions from USPTO patents (1976-2016). Predict the product of the given reaction. (1) Given the reactants [CH2:1]([O:4][C:5]([CH2:7][C:8]1[CH:28]=[CH:27][C:11]([O:12][CH:13]2[CH2:18][CH2:17][N:16]([C:19](N3C=C[N+](C)=C3)=[O:20])[CH2:15][CH2:14]2)=[CH:10][CH:9]=1)=[O:6])[CH:2]=[CH2:3].[I-].[C:30]1([CH:37]=[CH:36][C:34]([OH:35])=[CH:33][CH:32]=1)[OH:31], predict the reaction product. The product is: [OH:31][C:30]1[CH:37]=[CH:36][C:34]([O:35][C:19]([N:16]2[CH2:15][CH2:14][CH:13]([O:12][C:11]3[CH:10]=[CH:9][C:8]([CH2:7][C:5]([O:4][CH2:1][CH:2]=[CH2:3])=[O:6])=[CH:28][CH:27]=3)[CH2:18][CH2:17]2)=[O:20])=[CH:33][CH:32]=1. (2) Given the reactants [OH:1][CH2:2][CH2:3][CH2:4][CH2:5][CH2:6][CH2:7][O:8][C:9](=[O:26])[C:10]1[CH:15]=[CH:14][C:13]([CH2:16][N:17]2[CH2:22][CH2:21][CH2:20][N:19]3[CH2:23][CH2:24][CH2:25][CH:18]23)=[CH:12][CH:11]=1.C[O:28][C:29](=O)[CH:30]=[CH2:31], predict the reaction product. The product is: [C:29]([O:1][CH2:2][CH2:3][CH2:4][CH2:5][CH2:6][CH2:7][O:8][C:9](=[O:26])[C:10]1[CH:15]=[CH:14][C:13]([CH2:16][N:17]2[CH2:22][CH2:21][CH2:20][N:19]3[CH2:23][CH2:24][CH2:25][CH:18]23)=[CH:12][CH:11]=1)(=[O:28])[CH:30]=[CH2:31].